This data is from Forward reaction prediction with 1.9M reactions from USPTO patents (1976-2016). The task is: Predict the product of the given reaction. (1) Given the reactants [C:1]1([CH3:12])[CH:6]=[CH:5][C:4]([O:7][CH2:8][C:9]([Cl:11])=[O:10])=[CH:3][CH:2]=1.[CH2:13]([C:19]1C=CC(OCC(O)=O)=C[CH:20]=1)[CH2:14][CH2:15]CCC, predict the reaction product. The product is: [CH2:12]([C:1]1[CH:6]=[CH:5][C:4]([O:7][CH2:8][C:9]([Cl:11])=[O:10])=[CH:3][CH:2]=1)[CH2:15][CH2:14][CH2:13][CH2:19][CH3:20]. (2) Given the reactants [NH2:1][CH2:2][CH2:3][C@H:4]([NH:8][C:9]([C:11]1[C:12](=[O:30])[N:13]([CH:17]([C:24]2[CH:29]=[CH:28][CH:27]=[CH:26][CH:25]=2)[C:18]2[CH:23]=[CH:22][CH:21]=[CH:20][CH:19]=2)[CH:14]=[CH:15][CH:16]=1)=[O:10])[C:5]([OH:7])=[O:6].[C:31]([OH:37])([C:33]([F:36])([F:35])[F:34])=[O:32].Cl.[C:39](=[NH:44])(OCC)[CH3:40].C([O-])([O-])=O.[K+].[K+], predict the reaction product. The product is: [C:18]1([CH:17]([C:24]2[CH:29]=[CH:28][CH:27]=[CH:26][CH:25]=2)[N:13]2[CH:14]=[CH:15][CH:16]=[C:11]([C:9]([NH:8][C@@H:4]([CH2:3][CH2:2][NH:1][C:39](=[NH:44])[CH3:40])[C:5]([OH:7])=[O:6])=[O:10])[C:12]2=[O:30])[CH:23]=[CH:22][CH:21]=[CH:20][CH:19]=1.[C:31]([OH:37])([C:33]([F:36])([F:35])[F:34])=[O:32].